Binary Classification. Given a drug SMILES string, predict its activity (active/inactive) in a high-throughput screening assay against a specified biological target. From a dataset of Orexin1 receptor HTS with 218,158 compounds and 233 confirmed actives. (1) The molecule is Clc1ccc(c2scc(n2)CSc2n(c(nn2)c2c(OC)cccc2)CC=C)cc1. The result is 1 (active). (2) The drug is Brc1ccc(NC(=O)c2cc3scnc3cc2)cc1. The result is 0 (inactive). (3) The compound is O1CCN(CCCNC(=O)COc2c(c3oc(=O)c4c(c3cc2)cccc4)C)CC1. The result is 0 (inactive). (4) The molecule is S(CC(=O)Nc1ccc(OC)cc1)CC(=O)Nc1sccc1C#N. The result is 0 (inactive). (5) The drug is Fc1c(NC(=O)c2c(NC(=O)CNC(CC)C)ccc([N+]([O-])=O)c2)cccc1. The result is 0 (inactive). (6) The molecule is s1c(C(=O)N(CC(=O)NC2CCCC2)c2ccc(F)cc2)ccc1C. The result is 0 (inactive). (7) The drug is s1c(nc(c2ccccc2)c1)NC(=S)NC(=O)c1occc1. The result is 1 (active).